Regression. Given a peptide amino acid sequence and an MHC pseudo amino acid sequence, predict their binding affinity value. This is MHC class I binding data. From a dataset of Peptide-MHC class I binding affinity with 185,985 pairs from IEDB/IMGT. (1) The peptide sequence is TPVMSRFAA. The MHC is HLA-B35:01 with pseudo-sequence HLA-B35:01. The binding affinity (normalized) is 0.637. (2) The peptide sequence is SLDQTHIKT. The MHC is HLA-A02:06 with pseudo-sequence HLA-A02:06. The binding affinity (normalized) is 0. (3) The peptide sequence is YAKLSGAFL. The MHC is H-2-Db with pseudo-sequence H-2-Db. The binding affinity (normalized) is 0.386. (4) The peptide sequence is SLLLENKSL. The MHC is HLA-A02:01 with pseudo-sequence HLA-A02:01. The binding affinity (normalized) is 0.287.